This data is from HIV replication inhibition screening data with 41,000+ compounds from the AIDS Antiviral Screen. The task is: Binary Classification. Given a drug SMILES string, predict its activity (active/inactive) in a high-throughput screening assay against a specified biological target. (1) The drug is O=CN1CCN(C=O)C(O)C1O. The result is 0 (inactive). (2) The drug is N#CC(=CNC(=S)C(N)=S)c1nc2ccccc2s1. The result is 0 (inactive). (3) The drug is N=C1NC(=O)CS1. The result is 0 (inactive).